Dataset: Drug-target binding data from BindingDB using IC50 measurements. Task: Regression. Given a target protein amino acid sequence and a drug SMILES string, predict the binding affinity score between them. We predict pIC50 (pIC50 = -log10(IC50 in M); higher means more potent). Dataset: bindingdb_ic50. (1) The compound is O=C(O)[C@H]1/C(=C/CO)O[C@@H]2CC(=O)N21. The target protein sequence is MQNTLKLLSVITCLAATVQGALAANIDESKIKDTVDDLIQPLMQKNNIPGMSVAVTVNGKNYIYNYGLAAKQPQQPVTENTLFEVGSLSKTFAATLASYAQVSGKLSLDQSVSHYVPELRGSSFDHVSVLNVGTHTSGLQLFMPEDIKNTTQLMAYLKAWKPADAAGTHRVYSNIGTGLLGMIAAKSLGVSYEDAIEKTLLPQLGMHHSYLKVPADQMENYAWGYNKKDEPVHGNMEILGNEAYGIKTTSSDLLRYVQANMGQLKLDANAKMQQALTATHTGYFKSGEITQDLMWEQLPYPVSLPNLLTGNDMAMTKSVATPIVPPLPPQENVWINKTGSTNGFGAYIAFVPAKKMGIVMLANKNYSIDQRVTVAYKILSSLEGNK. The pIC50 is 3.3. (2) The drug is CC(C)(Cc1ccc(C(F)(F)F)cc1)C(=O)NC[C@@]1(C2CC2)NC(=O)NC1=O. The target protein sequence is MRLEWASLLLLLLLLCASCLALAADNPAAAPAQDKTRQPRAAAAAAQPDQRQWEETQERGHPQPLARQRRSSGLVQNIDQLYSGGGKVGYLVYAGGRRFLLDLERDDTVGAAGGIVTAGGLSASSGHRGHCFYRGTVDGSPRSLAVFDLCGGLDGFFAVKHARYTLKPLLRGSWAESERVYGDGSSRILHVYTREGFSFEALPPRTSCETPASPSGAQESPSVHSSSRRRTELAPQLLDHSAFSPAGNAGPQTWWRRRRRSISRARQVELLLVADSSMAKMYGRGLQHYLLTLASIANRLYSHASIENHIRLAVVKVVVLTDKSLEVSKNAATTLKNFCKWQHQHNQLGDDHEEHYDAAILFTREDLCGHHSCDTLGMADVGTICSPERSCAVIEDDGLHAAFTVAHEIGHLLGLSHDDSKFCEENFGSTEDKRLMSSILTSIDASKPWSKCTSATITEFLDDGHGNCLLDVPRKQILGPEELPGQTYDATQQCNLTFGP.... The pIC50 is 7.2. (3) The small molecule is NC(=O)c1cncc(OCc2cccc(NC(=O)c3ccc4ccccc4c3)c2)c1. The target protein (Q9NTG7) has sequence MAFWGWRAAAALRLWGRVVERVEAGGGVGPFQACGCRLVLGGRDDVSAGLRGSHGARGEPLDPARPLQRPPRPEVPRAFRRQPRAAAPSFFFSSIKGGRRSISFSVGASSVVGSGGSSDKGKLSLQDVAELIRARACQRVVVMVGAGISTPSGIPDFRSPGSGLYSNLQQYDLPYPEAIFELPFFFHNPKPFFTLAKELYPGNYKPNVTHYFLRLLHDKGLLLRLYTQNIDGLERVSGIPASKLVEAHGTFASATCTVCQRPFPGEDIRADVMADRVPRCPVCTGVVKPDIVFFGEPLPQRFLLHVVDFPMADLLLILGTSLEVEPFASLTEAVRSSVPRLLINRDLVGPLAWHPRSRDVAQLGDVVHGVESLVELLGWTEEMRDLVQRETGKLDGPDK. The pIC50 is 5.8.